Dataset: Reaction yield outcomes from USPTO patents with 853,638 reactions. Task: Predict the reaction yield, written as a fraction of the theoretical maximum amount of product (1.0 means a 100% yield; for example, 0.34 means a 34% yield). (1) The reactants are [CH2:1]([C:3]1[N:7]([C:8]2[N:16]=[C:15]3[C:11]([N:12]=[C:13]([CH:18]([OH:32])[CH:19]4[CH2:24][CH2:23][N:22]([C:25]([CH3:31])([CH3:30])[C:26]([O:28][CH3:29])=[O:27])[CH2:21][CH2:20]4)[N:14]3[CH3:17])=[C:10]([N:33]3[CH2:38][CH2:37][O:36][CH2:35][CH2:34]3)[N:9]=2)[C:6]2[CH:39]=[CH:40][CH:41]=[CH:42][C:5]=2[N:4]=1)[CH3:2].C(Cl)Cl.CC(OI1(OC(C)=O)(OC(C)=O)OC(=O)C2C=CC=CC1=2)=O. No catalyst specified. The product is [CH2:1]([C:3]1[N:7]([C:8]2[N:16]=[C:15]3[C:11]([N:12]=[C:13]([C:18]([CH:19]4[CH2:20][CH2:21][N:22]([C:25]([CH3:31])([CH3:30])[C:26]([O:28][CH3:29])=[O:27])[CH2:23][CH2:24]4)=[O:32])[N:14]3[CH3:17])=[C:10]([N:33]3[CH2:38][CH2:37][O:36][CH2:35][CH2:34]3)[N:9]=2)[C:6]2[CH:39]=[CH:40][CH:41]=[CH:42][C:5]=2[N:4]=1)[CH3:2]. The yield is 0.640. (2) The reactants are [N:1]1[CH:6]=[CH:5][CH:4]=[CH:3][C:2]=1[C:7]([OH:9])=O.CCN(CC)CC.[NH:17]1[CH2:22][CH2:21][CH:20]([NH:23][C:24]([NH:26][C:27]2[CH:32]=[CH:31][C:30]([C:33]([F:36])([F:35])[F:34])=[CH:29][CH:28]=2)=[O:25])[CH2:19][CH2:18]1. The catalyst is CN(C=O)C.O. The product is [N:1]1[CH:6]=[CH:5][CH:4]=[CH:3][C:2]=1[C:7]([N:17]1[CH2:22][CH2:21][CH:20]([NH:23][C:24]([NH:26][C:27]2[CH:32]=[CH:31][C:30]([C:33]([F:34])([F:35])[F:36])=[CH:29][CH:28]=2)=[O:25])[CH2:19][CH2:18]1)=[O:9]. The yield is 0.980. (3) The reactants are [C:1]([O:5][C:6]([N:8]1[CH2:12][CH2:11][CH:10]([C:13]2[NH:14][C:15]([C:18]3[CH:23]=[CH:22][C:21](Br)=[CH:20][CH:19]=3)=[CH:16][N:17]=2)[CH2:9]1)=[O:7])([CH3:4])([CH3:3])[CH3:2].[C:25]([O:29][C:30]([N:32]1[CH2:36][CH2:35][CH2:34][CH:33]1[C:37]1[NH:38][C:39]([C:42]2[CH:47]=[CH:46][C:45](B3OC(C)(C)C(C)(C)O3)=[CH:44][CH:43]=2)=[CH:40][N:41]=1)=[O:31])([CH3:28])([CH3:27])[CH3:26].C([O-])(O)=O.[Na+]. The catalyst is COCCOC.O. The product is [C:25]([O:29][C:30]([N:32]1[CH2:36][CH2:35][CH2:34][CH:33]1[C:37]1[NH:38][C:39]([C:42]2[CH:47]=[CH:46][C:45]([C:21]3[CH:22]=[CH:23][C:18]([C:15]4[NH:14][C:13]([CH:10]5[CH2:11][CH2:12][N:8]([C:6]([O:5][C:1]([CH3:4])([CH3:3])[CH3:2])=[O:7])[CH2:9]5)=[N:17][CH:16]=4)=[CH:19][CH:20]=3)=[CH:44][CH:43]=2)=[CH:40][N:41]=1)=[O:31])([CH3:28])([CH3:26])[CH3:27]. The yield is 0.640. (4) The reactants are N([O-])=O.[Na+].[CH3:5][N:6]1[CH2:15][CH2:14][C:13]2[C:8](=[C:9](N)[CH:10]=[CH:11][CH:12]=2)[CH2:7]1.[OH-].[Na+].[BrH:19]. The catalyst is O.[Cu]Br.[Cu]. The product is [Br:19][C:9]1[CH:10]=[CH:11][CH:12]=[C:13]2[C:8]=1[CH2:7][N:6]([CH3:5])[CH2:15][CH2:14]2. The yield is 0.650. (5) The reactants are [CH3:1][O:2][CH2:3][C:4]([C@H:8]1[C@@H:12]2[C@@H:13]3[C@@:26]([CH3:29])([CH2:27][CH2:28][C@@:11]2([NH:44][CH2:45][CH2:46][N:47]2[CH2:52][CH2:51][S:50](=[O:54])(=[O:53])[CH2:49][CH2:48]2)[CH2:10][CH2:9]1)[C@@:25]1([CH3:30])[C@@H:16]([C@:17]2([CH3:43])[C@@H:22]([CH2:23][CH2:24]1)[C:21]([CH3:32])([CH3:31])[C:20]([C:33]1[CH:42]=[CH:41][C:36]([C:37]([O:39]C)=[O:38])=[CH:35][CH:34]=1)=[CH:19][CH2:18]2)[CH2:15][CH2:14]3)([O:6][CH3:7])[CH3:5].O.[OH-].[Li+].CO.C1COCC1. The catalyst is O. The product is [CH3:1][O:2][CH2:3][C:4]([C@H:8]1[C@@H:12]2[C@@H:13]3[C@@:26]([CH3:29])([CH2:27][CH2:28][C@@:11]2([NH:44][CH2:45][CH2:46][N:47]2[CH2:48][CH2:49][S:50](=[O:53])(=[O:54])[CH2:51][CH2:52]2)[CH2:10][CH2:9]1)[C@@:25]1([CH3:30])[C@@H:16]([C@:17]2([CH3:43])[C@@H:22]([CH2:23][CH2:24]1)[C:21]([CH3:32])([CH3:31])[C:20]([C:33]1[CH:42]=[CH:41][C:36]([C:37]([OH:39])=[O:38])=[CH:35][CH:34]=1)=[CH:19][CH2:18]2)[CH2:15][CH2:14]3)([O:6][CH3:7])[CH3:5]. The yield is 0.760. (6) The reactants are Br[CH2:2][C:3]1[CH:4]=[C:5]([CH:8]=[C:9]([CH3:11])[CH:10]=1)[C:6]#[N:7].[C-:12]#[N:13].[K+]. The catalyst is C(O)C. The product is [C:12]([CH2:2][C:3]1[CH:4]=[C:5]([CH:8]=[C:9]([CH3:11])[CH:10]=1)[C:6]#[N:7])#[N:13]. The yield is 0.510.